Dataset: Full USPTO retrosynthesis dataset with 1.9M reactions from patents (1976-2016). Task: Predict the reactants needed to synthesize the given product. Given the product [C:1]([C:5]1[N:6]=[C:7]([NH:10][C:11]([C:13]2[CH:45]=[CH:44][N:16]3[C:17](=[O:43])[C:18](/[CH:34]=[CH:35]/[C:36]([OH:38])=[O:37])=[C:19]([N:21]4[CH2:26][CH2:25][CH2:24][C@@H:23]([O:27][C:28]([NH:30][CH2:31][CH2:32][Cl:33])=[O:29])[CH2:22]4)[N:20]=[C:15]3[CH:14]=2)=[O:12])[S:8][CH:9]=1)([CH3:4])([CH3:2])[CH3:3], predict the reactants needed to synthesize it. The reactants are: [C:1]([C:5]1[N:6]=[C:7]([NH:10][C:11]([C:13]2[CH:45]=[CH:44][N:16]3[C:17](=[O:43])[C:18](/[CH:34]=[CH:35]/[C:36]([O:38]C(C)(C)C)=[O:37])=[C:19]([N:21]4[CH2:26][CH2:25][CH2:24][C@@H:23]([O:27][C:28]([NH:30][CH2:31][CH2:32][Cl:33])=[O:29])[CH2:22]4)[N:20]=[C:15]3[CH:14]=2)=[O:12])[S:8][CH:9]=1)([CH3:4])([CH3:3])[CH3:2].Cl.